This data is from Full USPTO retrosynthesis dataset with 1.9M reactions from patents (1976-2016). The task is: Predict the reactants needed to synthesize the given product. Given the product [F:34][C:31]([F:32])([F:33])[C:28]1[CH:29]=[CH:30][C:25]([C:21]2[CH:20]=[C:19]([CH:24]=[CH:23][CH:22]=2)[CH2:18][S:15][C:12]2[CH:13]=[CH:14][C:6]([O:5][CH2:4][C:3]([OH:2])=[O:16])=[C:7]3[C:11]=2[CH2:10][CH2:9][CH2:8]3)=[N:26][CH:27]=1, predict the reactants needed to synthesize it. The reactants are: C[O:2][C:3](=[O:16])[CH2:4][O:5][C:6]1[CH:14]=[CH:13][C:12]([SH:15])=[C:11]2[C:7]=1[CH2:8][CH2:9][CH2:10]2.Cl[CH2:18][C:19]1[CH:20]=[C:21]([C:25]2[CH:30]=[CH:29][C:28]([C:31]([F:34])([F:33])[F:32])=[CH:27][N:26]=2)[CH:22]=[CH:23][CH:24]=1.